This data is from Catalyst prediction with 721,799 reactions and 888 catalyst types from USPTO. The task is: Predict which catalyst facilitates the given reaction. (1) Reactant: S(=O)(=O)(OC[C@H]1C[C@@H](N[C:11]2[C:16]([C:17]([C:19]3[S:20][C:21]([CH3:35])=[C:22]([C@H:24]4[C:33]5[C:28](=[CH:29][CH:30]=[C:31]([Cl:34])[CH:32]=5)[CH2:27][CH2:26][O:25]4)[CH:23]=3)=[O:18])=[CH:15][N:14]=[CH:13][N:12]=2)C[C@@H]1O)N.C(Cl)[Cl:40]. Product: [Cl:34][C:31]1[CH:32]=[C:33]2[C:28]([CH2:27][CH2:26][O:25][C@H:24]2[C:22]2[CH:23]=[C:19]([C:17]([C:16]3[C:11]([Cl:40])=[N:12][CH:13]=[N:14][CH:15]=3)=[O:18])[S:20][C:21]=2[CH3:35])=[CH:29][CH:30]=1. The catalyst class is: 697. (2) Reactant: [CH:1]1([N:6]2[CH2:12][C:11]([F:14])([F:13])[C:10](=[O:15])[N:9]([CH3:16])[C:8]3[CH:17]=[N:18][C:19]([NH:21][C:22]4[CH:30]=[CH:29][C:25]([C:26](O)=[O:27])=[CH:24][C:23]=4[CH3:31])=[N:20][C:7]2=3)[CH2:5][CH2:4][CH2:3][CH2:2]1.O[N:33]1[C:37]2C=CC=CC=2N=N1.F[P-](F)(F)(F)(F)F.CN(C(N(C)C)=[N+]1C2C=CC=CC=2[N+]([O-])=N1)C.C(N(C(C)C)CC)(C)C.Cl.CN. Product: [CH:1]1([N:6]2[CH2:12][C:11]([F:14])([F:13])[C:10](=[O:15])[N:9]([CH3:16])[C:8]3[CH:17]=[N:18][C:19]([NH:21][C:22]4[CH:30]=[CH:29][C:25]([C:26]([NH:33][CH3:37])=[O:27])=[CH:24][C:23]=4[CH3:31])=[N:20][C:7]2=3)[CH2:2][CH2:3][CH2:4][CH2:5]1. The catalyst class is: 9. (3) Reactant: Cl[C:2]1[C:11]2[C:6](=[CH:7][C:8]([Cl:12])=[CH:9][CH:10]=2)[N:5]=[C:4]([C:13]2[CH:18]=[CH:17][CH:16]=[CH:15][C:14]=2[OH:19])[N:3]=1.BrC1C2C(=CC(Cl)=CC=2)N=C(C2C=CC=CC=2O)N=1.[C:39]([O:43][C:44](=[O:49])[NH:45][CH2:46][CH2:47][NH2:48])([CH3:42])([CH3:41])[CH3:40].C(N(C(C)C)CC)(C)C. Product: [C:39]([O:43][C:44](=[O:49])[NH:45][CH2:46][CH2:47][NH:48][C:2]1[C:11]2[C:6](=[CH:7][C:8]([Cl:12])=[CH:9][CH:10]=2)[N:5]=[C:4]([C:13]2[CH:18]=[CH:17][CH:16]=[CH:15][C:14]=2[OH:19])[N:3]=1)([CH3:42])([CH3:40])[CH3:41]. The catalyst class is: 395. (4) Reactant: [CH3:1][S:2]([C:5]1[CH:10]=[CH:9][C:8]([C:11]2[C:12]([N:17]3[CH2:22][CH2:21][NH:20][CH2:19][CH2:18]3)=[N:13][CH:14]=[CH:15][N:16]=2)=[CH:7][CH:6]=1)(=[O:4])=[O:3].[CH3:23][N:24]1[C:28]([CH3:29])=[C:27]([CH:30]=O)[C:26]([CH3:32])=[N:25]1.C(O[BH-](OC(=O)C)OC(=O)C)(=O)C.[Na+].C(=O)([O-])O.[Na+].[OH-].[Na+]. Product: [CH3:1][S:2]([C:5]1[CH:10]=[CH:9][C:8]([C:11]2[C:12]([N:17]3[CH2:22][CH2:21][N:20]([CH2:30][C:27]4[C:26]([CH3:32])=[N:25][N:24]([CH3:23])[C:28]=4[CH3:29])[CH2:19][CH2:18]3)=[N:13][CH:14]=[CH:15][N:16]=2)=[CH:7][CH:6]=1)(=[O:4])=[O:3]. The catalyst class is: 7.